This data is from Forward reaction prediction with 1.9M reactions from USPTO patents (1976-2016). The task is: Predict the product of the given reaction. (1) The product is: [CH3:21][O:20][C:5]1[C@:4]2([CH2:22][CH:23]=[C:24]([CH3:26])[CH3:25])[C:17](=[O:18])[C@@H:8]([C@:9]([CH3:16])([CH2:10][CH2:11][CH:12]=[C:13]([CH3:14])[CH3:15])[C@@H:2]([O:1][CH2:27][O:28][CH3:29])[CH2:3]2)[C:7](=[O:19])[CH:6]=1. Given the reactants [OH:1][C@@H:2]1[C@@:9]([CH3:16])([CH2:10][CH2:11][CH:12]=[C:13]([CH3:15])[CH3:14])[C@@H:8]2[C:17](=[O:18])[C@@:4]([CH2:22][CH:23]=[C:24]([CH3:26])[CH3:25])([C:5]([O:20][CH3:21])=[CH:6][C:7]2=[O:19])[CH2:3]1.[CH3:27][O:28][CH2:29]COC.C(N(C(C)C)CC)(C)C.COCCl, predict the reaction product. (2) The product is: [Br:8][C:6]1[CH:7]=[C:2]([F:1])[C:3]([NH:10][C:11]([N:18]2[CH2:17][C:16]3[C:20](=[CH:21][CH:22]=[C:14]([CH3:13])[CH:15]=3)[CH2:19]2)=[O:12])=[C:4]([F:9])[CH:5]=1. Given the reactants [F:1][C:2]1[CH:7]=[C:6]([Br:8])[CH:5]=[C:4]([F:9])[C:3]=1[N:10]=[C:11]=[O:12].[CH3:13][C:14]1[CH:15]=[C:16]2[C:20](=[CH:21][CH:22]=1)[CH2:19][NH:18][CH2:17]2, predict the reaction product. (3) Given the reactants [F:1][C:2]1[CH:7]=[CH:6][CH:5]=[C:4]([F:8])[C:3]=1[NH2:9].C[Si](C)(C)[N-][Si](C)(C)C.[Li+].CO/[CH:22]=[C:23](\[C:30]([O:32][CH3:33])=[O:31])/[CH:24]=[CH:25]/[C:26](OC)=[O:27], predict the reaction product. The product is: [F:1][C:2]1[CH:7]=[CH:6][CH:5]=[C:4]([F:8])[C:3]=1[N:9]1[C:26](=[O:27])[CH:25]=[CH:24][C:23]([C:30]([O:32][CH3:33])=[O:31])=[CH:22]1. (4) Given the reactants [NH2:1][C:2]1[C:7]([C:8]([OH:10])=O)=[C:6]([Cl:11])[N:5]=[CH:4][CH:3]=1.[CH2:12]([NH2:20])[CH2:13][C:14]1[CH:19]=[CH:18][CH:17]=[CH:16][CH:15]=1.CN(C(ON1N=NC2C=CC=CC1=2)=[N+](C)C)C.F[P-](F)(F)(F)(F)F, predict the reaction product. The product is: [NH2:1][C:2]1[C:7]([C:8]([NH:20][CH2:12][CH2:13][C:14]2[CH:19]=[CH:18][CH:17]=[CH:16][CH:15]=2)=[O:10])=[C:6]([Cl:11])[N:5]=[CH:4][CH:3]=1. (5) Given the reactants Br[C:2]1[CH:3]=[CH:4][C:5](/[CH:8]=[CH:9]/[CH:10]2[N:18]3[CH:13]([CH2:14][CH2:15][CH2:16][CH2:17]3)[CH:12]3[C:19](=[O:24])[N:20]([CH3:23])[C:21](=[O:22])[CH:11]23)=[N:6][CH:7]=1.[F:25][C:26]([F:37])([F:36])[C:27]1[CH:28]=[C:29](B(O)O)[CH:30]=[CH:31][CH:32]=1.C(=O)([O-])[O-].[K+].[K+].C1(C)C=CC=CC=1, predict the reaction product. The product is: [CH3:23][N:20]1[C:21](=[O:22])[CH:11]2[CH:10](/[CH:9]=[CH:8]/[C:5]3[CH:4]=[CH:3][C:2]([C:31]4[CH:30]=[CH:29][CH:28]=[C:27]([C:26]([F:37])([F:36])[F:25])[CH:32]=4)=[CH:7][N:6]=3)[N:18]3[CH:13]([CH:12]2[C:19]1=[O:24])[CH2:14][CH2:15][CH2:16][CH2:17]3. (6) Given the reactants [OH:1][C:2]1[CH:3]=[CH:4][C:5]2[N:9]=[C:8]([CH2:10][O:11][C:12]3[CH:13]=[C:14]([CH:19]=[CH:20][CH:21]=3)[C:15]([O:17][CH3:18])=[O:16])[N:7]([CH3:22])[C:6]=2[CH:23]=1.[Br:24][C:25]1[CH:26]=[C:27]([CH3:32])[C:28](F)=[N:29][CH:30]=1.N1C2C(=CC=C3C=2N=CC=C3)C=CC=1.C(=O)([O-])[O-].[Cs+].[Cs+], predict the reaction product. The product is: [Br:24][C:25]1[CH:26]=[C:27]([CH3:32])[C:28]([O:1][C:2]2[CH:3]=[CH:4][C:5]3[N:9]=[C:8]([CH2:10][O:11][C:12]4[CH:13]=[C:14]([CH:19]=[CH:20][CH:21]=4)[C:15]([O:17][CH3:18])=[O:16])[N:7]([CH3:22])[C:6]=3[CH:23]=2)=[N:29][CH:30]=1. (7) Given the reactants [Cl:1][C:2]1[CH:3]=[C:4]([OH:8])[CH:5]=[CH:6][CH:7]=1.Cl[C:10]1[N:11]=[C:12]([OH:20])[C:13]2[CH:19]=[CH:18][N:17]=[CH:16][C:14]=2[N:15]=1, predict the reaction product. The product is: [Cl:1][C:2]1[CH:3]=[C:4]([CH:5]=[CH:6][CH:7]=1)[O:8][C:10]1[N:11]=[C:12]([OH:20])[C:13]2[CH:19]=[CH:18][N:17]=[CH:16][C:14]=2[N:15]=1. (8) Given the reactants [F:1][C:2]1[CH:9]=[CH:8][C:5]([C:6]#[N:7])=[C:4]([NH:10][C:11]2[CH:16]=[CH:15][C:14]([C:17]([N:19]3[CH2:24][CH2:23][O:22][CH2:21][CH2:20]3)=[O:18])=[CH:13][CH:12]=2)[CH:3]=1.CC(O)=[O:27], predict the reaction product. The product is: [F:1][C:2]1[C:3]2[C:12]3[C:11](=[CH:16][CH:15]=[C:14]([C:17]([N:19]4[CH2:20][CH2:21][O:22][CH2:23][CH2:24]4)=[O:18])[CH:13]=3)[NH:10][C:4]=2[C:5]([C:6]([NH2:7])=[O:27])=[CH:8][CH:9]=1. (9) The product is: [C:1]([C:3]1[CH:4]=[C:5]([C:9]2[CH2:14][CH2:13][N:12]([C:15]([O:17][C:18]([CH3:21])([CH3:20])[CH3:19])=[O:16])[CH2:11][CH:10]=2)[CH:6]=[CH:7][CH:8]=1)#[N:2]. Given the reactants [C:1]([C:3]1[CH:4]=[C:5]([C:9]2(O)[CH2:14][CH2:13][N:12]([C:15]([O:17][C:18]([CH3:21])([CH3:20])[CH3:19])=[O:16])[CH2:11][CH2:10]2)[CH:6]=[CH:7][CH:8]=1)#[N:2].O=P(Cl)(Cl)Cl, predict the reaction product. (10) Given the reactants [NH2:1][CH2:2][C@H:3]1[O:8][C@@:7]2([C:16]3[C:11](=[CH:12][C:13]([Cl:26])=[C:14]([CH2:17][C:18]4[CH:23]=[CH:22][C:21]([CH2:24][CH3:25])=[CH:20][CH:19]=4)[CH:15]=3)[CH2:10][O:9]2)[C@H:6]([OH:27])[C@@H:5]([OH:28])[C@@H:4]1[OH:29].N1C=CC=CC=1.[C:36](OC(=O)C)(=[O:38])[CH3:37], predict the reaction product. The product is: [Cl:26][C:13]1[CH:12]=[C:11]2[C:16](=[CH:15][C:14]=1[CH2:17][C:18]1[CH:19]=[CH:20][C:21]([CH2:24][CH3:25])=[CH:22][CH:23]=1)[C@:7]1([C@H:6]([OH:27])[C@@H:5]([OH:28])[C@H:4]([OH:29])[C@@H:3]([CH2:2][NH:1][C:36](=[O:38])[CH3:37])[O:8]1)[O:9][CH2:10]2.